Dataset: Reaction yield outcomes from USPTO patents with 853,638 reactions. Task: Predict the reaction yield, written as a fraction of the theoretical maximum amount of product (1.0 means a 100% yield; for example, 0.34 means a 34% yield). (1) The reactants are [CH:1]1[C:10]2[C:5](=[CH:6][CH:7]=[CH:8][CH:9]=2)[CH:4]=[CH:3][C:2]=1[C:11]([OH:13])=O.[CH2:14]([O:16][C:17](=[O:36])[CH2:18][CH2:19][C:20]1[CH:25]=[CH:24][CH:23]=[C:22]([N:26]2[C:30]([NH2:31])=[CH:29][C:28]([C:32]([CH3:35])([CH3:34])[CH3:33])=[N:27]2)[CH:21]=1)[CH3:15]. The catalyst is O=S(Cl)Cl.C(Cl)Cl. The product is [CH2:14]([O:16][C:17](=[O:36])[CH2:18][CH2:19][C:20]1[CH:25]=[CH:24][CH:23]=[C:22]([N:26]2[C:30]([NH:31][C:11]([C:2]3[CH:3]=[CH:4][C:5]4[C:10](=[CH:9][CH:8]=[CH:7][CH:6]=4)[CH:1]=3)=[O:13])=[CH:29][C:28]([C:32]([CH3:35])([CH3:34])[CH3:33])=[N:27]2)[CH:21]=1)[CH3:15]. The yield is 0.380. (2) The reactants are Br[CH2:2][C:3]([CH3:5])=[CH2:4].CN(C=O)C.[Cl:11][C:12]1[C:13]([CH3:19])=[C:14]([OH:18])[CH:15]=[CH:16][CH:17]=1.C(=O)([O-])[O-].[K+].[K+]. The catalyst is O.C(OCC)(=O)C. The product is [Cl:11][C:12]1[CH:17]=[CH:16][CH:15]=[C:14]([O:18][CH2:4][C:3]([CH3:5])=[CH2:2])[C:13]=1[CH3:19]. The yield is 0.990. (3) The product is [O:20]1[CH:19]=[CH:18][CH:17]=[C:16]1[CH2:15][N:6]1[C:5]2[N:4]=[CH:3][N:2]([CH3:1])[C:10]=2[C:9](=[O:11])[NH:8][C:7]1=[O:12]. The reactants are [CH3:1][N:2]1[C:10]2[C:9](=[O:11])[NH:8][C:7](=[O:12])[NH:6][C:5]=2[N:4]=[CH:3]1.[H-].[Na+].[CH2:15](Br)[C:16]1[O:20][CH:19]=[CH:18][CH:17]=1. The yield is 0.140. The catalyst is CS(C)=O. (4) The reactants are CO.[CH3:3][C:4]([Si:7]([CH3:34])([CH3:33])[O:8][CH2:9][CH2:10][O:11][C:12]1[CH:13]=[C:14]2[C:18](=[CH:19][CH:20]=1)[N:17](C(OC(C)(C)C)=O)[C:16]([C:28]([O:30]CC)=[O:29])=[CH:15]2)([CH3:6])[CH3:5].[Li+].[OH-]. The catalyst is C1COCC1. The product is [OH:8][CH2:9][CH2:10][O:11][C:12]1[CH:13]=[C:14]2[C:18](=[CH:19][CH:20]=1)[NH:17][C:16]([C:28]([OH:30])=[O:29])=[CH:15]2.[CH3:6][C:4]([Si:7]([CH3:34])([CH3:33])[O:8][CH2:9][CH2:10][O:11][C:12]1[CH:13]=[C:14]2[C:18](=[CH:19][CH:20]=1)[NH:17][C:16]([C:28]([OH:30])=[O:29])=[CH:15]2)([CH3:3])[CH3:5]. The yield is 0.160. (5) The reactants are [CH3:1][O:2][C:3]1[CH:4]=[C:5](/[CH:9]=[CH:10]/[C:11]2[N:16]=[C:15](O)[CH:14]=[C:13]([CH3:18])[N:12]=2)[CH:6]=[CH:7][CH:8]=1.O=P(Cl)(Cl)[Cl:21]. No catalyst specified. The product is [Cl:21][C:15]1[CH:14]=[C:13]([CH3:18])[N:12]=[C:11](/[CH:10]=[CH:9]/[C:5]2[CH:6]=[CH:7][CH:8]=[C:3]([O:2][CH3:1])[CH:4]=2)[N:16]=1. The yield is 0.820.